Dataset: Catalyst prediction with 721,799 reactions and 888 catalyst types from USPTO. Task: Predict which catalyst facilitates the given reaction. (1) Reactant: [N:1]1([C:7]2[CH:12]=[CH:11][C:10]([N:13]3[CH:18]=[CH:17][CH:16]=[CH:15][C:14]3=[O:19])=[CH:9][CH:8]=2)[CH2:6][CH2:5][NH:4][CH2:3][CH2:2]1.CC1C=CC(S(O[CH2:31][CH2:32][CH2:33][C:34]2[C:42]3[C:37](=[CH:38][CH:39]=[C:40]([F:43])[CH:41]=3)[NH:36][CH:35]=2)(=O)=O)=CC=1.C(=O)([O-])[O-].[K+].[K+].[I-].[K+]. Product: [F:43][C:40]1[CH:41]=[C:42]2[C:37](=[CH:38][CH:39]=1)[NH:36][CH:35]=[C:34]2[CH2:33][CH2:32][CH2:31][N:4]1[CH2:5][CH2:6][N:1]([C:7]2[CH:8]=[CH:9][C:10]([N:13]3[CH:18]=[CH:17][CH:16]=[CH:15][C:14]3=[O:19])=[CH:11][CH:12]=2)[CH2:2][CH2:3]1. The catalyst class is: 10. (2) Reactant: [CH3:1][O:2][C:3](=[O:20])[C:4]1[CH:9]=[CH:8][C:7]([CH2:10][C:11]([C:13]2[CH:18]=[CH:17][C:16]([F:19])=[CH:15][CH:14]=2)=[O:12])=[CH:6][CH:5]=1.CC(C)([O-])C.[K+].Br[CH2:28][C:29]1[CH:45]=[CH:44][C:32]([O:33][C:34]([F:43])([F:42])[C:35]([O:37][C:38]([CH3:41])([CH3:40])[CH3:39])=[O:36])=[CH:31][CH:30]=1. Product: [C:38]([O:37][C:35](=[O:36])[C:34]([F:43])([F:42])[O:33][C:32]1[CH:31]=[CH:30][C:29]([CH2:28][CH:10]([C:7]2[CH:6]=[CH:5][C:4]([C:3]([O:2][CH3:1])=[O:20])=[CH:9][CH:8]=2)[C:11]([C:13]2[CH:14]=[CH:15][C:16]([F:19])=[CH:17][CH:18]=2)=[O:12])=[CH:45][CH:44]=1)([CH3:41])([CH3:39])[CH3:40]. The catalyst class is: 1. (3) Reactant: C(O[C:4]([C:6]1[CH:7]=[C:8]2[CH:14]=[CH:13][O:12][C:9]2=[CH:10][N:11]=1)=[O:5])C.C[Li].[CH2:17](OCC)C.[Cl-].[NH4+]. Product: [C:4]([C:6]1[CH:7]=[C:8]2[CH:14]=[CH:13][O:12][C:9]2=[CH:10][N:11]=1)(=[O:5])[CH3:17]. The catalyst class is: 7. (4) Reactant: [F:1][C:2]1[CH:3]=[C:4]([CH:43]=[C:44]([F:46])[CH:45]=1)[CH2:5][N:6]1[CH:10]=[CH:9][C:8]([C:11]2[C:19]3[C:14](=[N:15][CH:16]=[C:17]([C:20]4[CH:21]=[CH:22][C:23]([O:31][CH3:32])=[C:24]([NH:26][S:27]([CH3:30])(=[O:29])=[O:28])[CH:25]=4)[CH:18]=3)[N:13](S(C3C=CC(C)=CC=3)(=O)=O)[CH:12]=2)=[N:7]1.[OH-].[Li+]. Product: [F:46][C:44]1[CH:43]=[C:4]([CH:3]=[C:2]([F:1])[CH:45]=1)[CH2:5][N:6]1[CH:10]=[CH:9][C:8]([C:11]2[C:19]3[C:14](=[N:15][CH:16]=[C:17]([C:20]4[CH:21]=[CH:22][C:23]([O:31][CH3:32])=[C:24]([NH:26][S:27]([CH3:30])(=[O:28])=[O:29])[CH:25]=4)[CH:18]=3)[NH:13][CH:12]=2)=[N:7]1. The catalyst class is: 87. (5) Reactant: [CH3:1][O:2][CH2:3][C@H:4]([CH3:38])[O:5][C:6]1[CH:7]=[C:8]([C:23]2[NH:27][C:26]([C:28]([O:30]CC3C=CC=CC=3)=[O:29])=[CH:25][CH:24]=2)[CH:9]=[C:10]([O:12][Si:13]([CH:20]([CH3:22])[CH3:21])([CH:17]([CH3:19])[CH3:18])[CH:14]([CH3:16])[CH3:15])[CH:11]=1. Product: [CH3:1][O:2][CH2:3][C@H:4]([CH3:38])[O:5][C:6]1[CH:7]=[C:8]([C:23]2[NH:27][C:26]([C:28]([OH:30])=[O:29])=[CH:25][CH:24]=2)[CH:9]=[C:10]([O:12][Si:13]([CH:17]([CH3:19])[CH3:18])([CH:20]([CH3:21])[CH3:22])[CH:14]([CH3:15])[CH3:16])[CH:11]=1. The catalyst class is: 178. (6) Reactant: [CH2:1]([C@@H:8]([CH2:19][OH:20])[C@H:9]([C:11]1[CH:16]=[CH:15][C:14]([Br:17])=[CH:13][C:12]=1F)[OH:10])[C:2]1[CH:7]=[CH:6][CH:5]=[CH:4][CH:3]=1.CC(C)([O-])C.[K+]. Product: [CH2:1]([C@@H:8]1[C@@H:9]([OH:10])[C:11]2[C:16](=[CH:15][C:14]([Br:17])=[CH:13][CH:12]=2)[O:20][CH2:19]1)[C:2]1[CH:7]=[CH:6][CH:5]=[CH:4][CH:3]=1. The catalyst class is: 7. (7) Reactant: [C:1]([C:3]1[C:4]([S:9]CCC(OC)=O)=[N:5][CH:6]=[CH:7][N:8]=1)#[N:2].[OH-].[Na+].[H][H]. Product: [SH:9][C:4]1[C:3]([C:1]#[N:2])=[N:8][CH:7]=[CH:6][N:5]=1. The catalyst class is: 7. (8) Reactant: I[C:2]1[CH:3]=[CH:4][N:5]2[C:10]=1[C:9](=[O:11])[N:8]([C:12]1[CH:17]=[CH:16][CH:15]=[CH:14][CH:13]=1)[C:7]([C@@H:18]([NH:20][C:21](=[O:27])[O:22][C:23]([CH3:26])([CH3:25])[CH3:24])[CH3:19])=[N:6]2.[CH3:28][N:29]([CH3:40])[CH2:30][CH2:31][NH:32][C:33]1[CH:38]=[CH:37][CH:36]=[CH:35][C:34]=1[SH:39].C(=O)([O-])[O-].[K+].[K+]. Product: [CH3:28][N:29]([CH3:40])[CH2:30][CH2:31][NH:32][C:33]1[CH:38]=[CH:37][CH:36]=[CH:35][C:34]=1[S:39][C:2]1[CH:3]=[CH:4][N:5]2[C:10]=1[C:9](=[O:11])[N:8]([C:12]1[CH:17]=[CH:16][CH:15]=[CH:14][CH:13]=1)[C:7]([C@@H:18]([NH:20][C:21](=[O:27])[O:22][C:23]([CH3:26])([CH3:25])[CH3:24])[CH3:19])=[N:6]2. The catalyst class is: 205.